From a dataset of NCI-60 drug combinations with 297,098 pairs across 59 cell lines. Regression. Given two drug SMILES strings and cell line genomic features, predict the synergy score measuring deviation from expected non-interaction effect. (1) Drug 1: CCCCCOC(=O)NC1=NC(=O)N(C=C1F)C2C(C(C(O2)C)O)O. Drug 2: N.N.Cl[Pt+2]Cl. Cell line: UACC-257. Synergy scores: CSS=29.6, Synergy_ZIP=-8.29, Synergy_Bliss=-0.233, Synergy_Loewe=-12.0, Synergy_HSA=0.226. (2) Drug 1: CC1=CC2C(CCC3(C2CCC3(C(=O)C)OC(=O)C)C)C4(C1=CC(=O)CC4)C. Drug 2: CCC1(C2=C(COC1=O)C(=O)N3CC4=CC5=C(C=CC(=C5CN(C)C)O)N=C4C3=C2)O.Cl. Cell line: OVCAR-8. Synergy scores: CSS=17.5, Synergy_ZIP=-9.24, Synergy_Bliss=-2.36, Synergy_Loewe=-34.0, Synergy_HSA=-3.36. (3) Drug 1: COC1=NC(=NC2=C1N=CN2C3C(C(C(O3)CO)O)O)N. Drug 2: C1=NC2=C(N=C(N=C2N1C3C(C(C(O3)CO)O)F)Cl)N. Cell line: NCI/ADR-RES. Synergy scores: CSS=6.86, Synergy_ZIP=0.826, Synergy_Bliss=2.49, Synergy_Loewe=-40.8, Synergy_HSA=1.80.